From a dataset of Full USPTO retrosynthesis dataset with 1.9M reactions from patents (1976-2016). Predict the reactants needed to synthesize the given product. (1) Given the product [NH2:6][C:5]1[CH:12]=[CH:13][C:2]([Br:1])=[CH:3][C:4]=1[C:9]([NH2:14])=[O:8], predict the reactants needed to synthesize it. The reactants are: [Br:1][C:2]1[CH:13]=[CH:12][C:5]2[NH:6]C(=O)[O:8][C:9](=O)[C:4]=2[CH:3]=1.[NH4+:14].[OH-]. (2) Given the product [I:1][C:2]1[CH:3]=[C:4]2[C:8](=[CH:9][CH:10]=1)[NH:7][C:6](=[O:11])[C:5]2=[N:22][NH:21][C:19]([C:16]1[CH:17]=[CH:18][C:13]([C:23]2[CH:24]=[CH:25][CH:26]=[CH:27][CH:28]=2)=[CH:14][CH:15]=1)=[O:20], predict the reactants needed to synthesize it. The reactants are: [I:1][C:2]1[CH:3]=[C:4]2[C:8](=[CH:9][CH:10]=1)[NH:7][C:6](=[O:11])[C:5]2=O.[C:13]1([C:23]2[CH:28]=[CH:27][CH:26]=[CH:25][CH:24]=2)[CH:18]=[CH:17][C:16]([C:19]([NH:21][NH2:22])=[O:20])=[CH:15][CH:14]=1. (3) Given the product [Cl:35][C:6]1[N:5]([CH2:9][CH2:10][CH3:11])[C:4](=[O:12])[C:3]2[NH:13][C:14]([C:16]3[CH:17]=[N:18][N:19]([CH2:21][C:22]4[CH:27]=[CH:26][C:25]([C:28]([F:30])([F:29])[F:31])=[C:24]([F:32])[CH:23]=4)[CH:20]=3)=[N:1][C:2]=2[N:7]=1, predict the reactants needed to synthesize it. The reactants are: [NH2:1][C:2]1[NH:7][C:6](=O)[N:5]([CH2:9][CH2:10][CH3:11])[C:4](=[O:12])[C:3]=1[NH:13][C:14]([C:16]1[CH:17]=[N:18][N:19]([CH2:21][C:22]2[CH:27]=[CH:26][C:25]([C:28]([F:31])([F:30])[F:29])=[C:24]([F:32])[CH:23]=2)[CH:20]=1)=O.O=P(Cl)(Cl)[Cl:35].P(Cl)(Cl)(Cl)(Cl)Cl. (4) Given the product [Br:1][C:2]1[CH:3]=[C:4]([CH:31]=[CH:32][CH:33]=1)[CH2:5][N:6]1[C:14]2[C:13](=[O:15])[N:12]([CH3:16])[C:11](=[O:17])[N:10]([CH3:18])[C:9]=2[N:8]=[C:7]1[O:19][C:20]1[CH:25]=[CH:24][CH:23]=[C:22]([CH2:26][CH2:27][CH2:28][CH3:29])[CH:21]=1, predict the reactants needed to synthesize it. The reactants are: [Br:1][C:2]1[CH:3]=[C:4]([CH:31]=[CH:32][CH:33]=1)[CH2:5][N:6]1[C:14]2[C:13](=[O:15])[N:12]([CH3:16])[C:11](=[O:17])[N:10]([CH3:18])[C:9]=2[N:8]=[C:7]1[O:19][C:20]1[CH:25]=[CH:24][CH:23]=[C:22]([CH:26](O)[CH2:27][CH2:28][CH3:29])[CH:21]=1.C([SiH](CC)CC)C.B(F)(F)F.CCOCC. (5) Given the product [O:31]=[C:21]1[CH2:20][CH2:19][C:18](=[O:32])[N:22]1[O:9][C:8](=[O:10])[CH2:7][CH2:6][N:5]1[C:4](=[O:11])[CH:3]=[CH:2][C:1]1=[O:12], predict the reactants needed to synthesize it. The reactants are: [C:1]1(=[O:12])[N:5]([CH2:6][CH2:7][C:8]([OH:10])=[O:9])[C:4](=[O:11])[CH:3]=[CH:2]1.F[B-](F)(F)F.[C:18]1(=[O:32])[N:22](OC(N(C)C)=[N+](C)C)[C:21](=[O:31])[CH2:20][CH2:19]1.C(N(C(C)C)C(C)C)C.CN(C)C=O. (6) Given the product [CH3:1][C:2]1[CH2:3][C:4]2[C:5]([CH:14]=1)=[C:6]1[C:11](=[CH:12][CH:13]=2)[CH:10]=[CH:9][CH:8]=[CH:7]1, predict the reactants needed to synthesize it. The reactants are: [CH3:1][CH:2]1[CH:14](O)[C:5]2=[C:6]3[C:11](=[CH:12][CH:13]=[C:4]2[CH2:3]1)[CH:10]=[CH:9][CH:8]=[CH:7]3.C1(C)C=CC(S(O)(=O)=O)=CC=1.C([O-])([O-])=O.[Na+].[Na+].